Dataset: Full USPTO retrosynthesis dataset with 1.9M reactions from patents (1976-2016). Task: Predict the reactants needed to synthesize the given product. (1) Given the product [C:15]([O:14][C:12](=[O:13])[CH2:11][NH:9][CH2:1][CH2:2][C:3]1[CH:8]=[CH:7][CH:6]=[CH:5][CH:4]=1)([CH3:18])([CH3:17])[CH3:16], predict the reactants needed to synthesize it. The reactants are: [CH2:1]([NH2:9])[CH2:2][C:3]1[CH:8]=[CH:7][CH:6]=[CH:5][CH:4]=1.Br[CH2:11][C:12]([O:14][C:15]([CH3:18])([CH3:17])[CH3:16])=[O:13]. (2) Given the product [CH3:11][O:10][CH2:9][CH2:8][C:7]1[N:6]=[C:5]([C:12]2[CH:17]=[CH:16][CH:15]=[CH:14][C:13]=2[O:18][CH2:19][C:20]2[CH:25]=[CH:24][CH:23]=[CH:22][CH:21]=2)[N:4]([CH2:26][CH2:27][C:28]2[CH:29]=[CH:30][CH:31]=[CH:32][CH:33]=2)[C:3](=[O:34])[C:2]=1[CH:35]=[C:36]([CH3:41])[CH3:37], predict the reactants needed to synthesize it. The reactants are: Br[C:2]1[C:3](=[O:34])[N:4]([CH2:26][CH2:27][C:28]2[CH:33]=[CH:32][CH:31]=[CH:30][CH:29]=2)[C:5]([C:12]2[CH:17]=[CH:16][CH:15]=[CH:14][C:13]=2[O:18][CH2:19][C:20]2[CH:25]=[CH:24][CH:23]=[CH:22][CH:21]=2)=[N:6][C:7]=1[CH2:8][CH2:9][O:10][CH3:11].[CH3:35][C:36]([CH3:41])=[CH:37]B(O)O.C(=O)([O-])[O-].[Na+].[Na+]. (3) Given the product [Cl:23][C:21]1[CH:20]=[CH:19][C:18]([O:24][CH2:25][C:26]2[CH:27]=[CH:28][C:29]([F:32])=[CH:30][CH:31]=2)=[C:17]([C:12]2[N:11]([C:9]3[CH:8]=[N:7][CH:6]=[C:5]([CH:10]=3)[C:4]([OH:33])=[O:3])[C:15]([CH3:16])=[CH:14][CH:13]=2)[CH:22]=1, predict the reactants needed to synthesize it. The reactants are: C([O:3][C:4](=[O:33])[C:5]1[CH:10]=[C:9]([N:11]2[C:15]([CH3:16])=[CH:14][CH:13]=[C:12]2[C:17]2[CH:22]=[C:21]([Cl:23])[CH:20]=[CH:19][C:18]=2[O:24][CH2:25][C:26]2[CH:31]=[CH:30][C:29]([F:32])=[CH:28][CH:27]=2)[CH:8]=[N:7][CH:6]=1)C.C(O)C. (4) Given the product [CH2:1]([N:3]([CH2:20][CH3:21])[CH2:4][CH2:5][N:6]1[CH2:12][CH2:11][CH2:10][C:9]2[NH:13][C:14]([CH:17]=[C:26]3[C:25]4[C:29](=[CH:30][C:31]([NH:32][CH2:33][C:34]5[CH:39]=[CH:38][C:37]([F:40])=[CH:36][CH:35]=5)=[C:23]([F:22])[CH:24]=4)[NH:28][C:27]3=[O:41])=[C:15]([CH3:16])[C:8]=2[C:7]1=[O:19])[CH3:2], predict the reactants needed to synthesize it. The reactants are: [CH2:1]([N:3]([CH2:20][CH3:21])[CH2:4][CH2:5][N:6]1[CH2:12][CH2:11][CH2:10][C:9]2[NH:13][C:14]([CH:17]=O)=[C:15]([CH3:16])[C:8]=2[C:7]1=[O:19])[CH3:2].[F:22][C:23]1[CH:24]=[C:25]2[C:29](=[CH:30][C:31]=1[NH:32][CH2:33][C:34]1[CH:39]=[CH:38][C:37]([F:40])=[CH:36][CH:35]=1)[NH:28][C:27](=[O:41])[CH2:26]2. (5) Given the product [CH:14]1([CH2:13][C@H:9]([NH:8][C:6](=[O:7])[O:5][C:1]([CH3:2])([CH3:3])[CH3:4])[C:10]([NH:24][C@@H:25]([CH2:32][C:33]2[CH:38]=[CH:37][CH:36]=[CH:35][CH:34]=2)[C:26]([C@@:28]2([CH3:31])[CH2:30][O:29]2)=[O:27])=[O:12])[CH2:16][CH2:15]1, predict the reactants needed to synthesize it. The reactants are: [C:1]([O:5][C:6]([NH:8][C@@H:9]([CH2:13][CH:14]1[CH2:16][CH2:15]1)[C:10]([OH:12])=O)=[O:7])([CH3:4])([CH3:3])[CH3:2].OC(C(F)(F)F)=O.[NH2:24][C@@H:25]([CH2:32][C:33]1[CH:38]=[CH:37][CH:36]=[CH:35][CH:34]=1)[C:26]([C@@:28]1([CH3:31])[CH2:30][O:29]1)=[O:27].CN(C(ON1N=NC2C=CC=NC1=2)=[N+](C)C)C.F[P-](F)(F)(F)(F)F.CCN(C(C)C)C(C)C. (6) Given the product [CH3:14][O:15][C:27]1[N:26]=[CH:25][N:24]=[C:23]([NH:20][C:21]2[O:13][C@:5]3([CH2:4][N:3]=2)[CH:10]2[CH2:9][CH2:8][N:7]([CH2:12][CH2:11]2)[CH2:6]3)[CH:28]=1, predict the reactants needed to synthesize it. The reactants are: Cl.Cl.[NH2:3][CH2:4][C@@:5]1([OH:13])[CH:10]2[CH2:11][CH2:12][N:7]([CH2:8][CH2:9]2)[CH2:6]1.[C:14]([O-])([O-])=[O:15].[Cs+].[Cs+].[N:20]([C:23]1[CH:28]=[C:27](C2C=CC=C(OC)C=2)[N:26]=[CH:25][N:24]=1)=[C:21]=S.C(N=C=NC(C)C)(C)C.